Dataset: Forward reaction prediction with 1.9M reactions from USPTO patents (1976-2016). Task: Predict the product of the given reaction. (1) Given the reactants [I:1][C:2]1[CH:7]=[CH:6][C:5]([CH2:8][C:9](=O)[CH2:10][CH3:11])=[CH:4][CH:3]=1.[BH3-]C#[N:15].[Na+], predict the reaction product. The product is: [I:1][C:2]1[CH:7]=[CH:6][C:5]([CH2:8][CH:9]([NH2:15])[CH2:10][CH3:11])=[CH:4][CH:3]=1. (2) Given the reactants [CH2:1]([O:3][C:4]([CH:6]1[NH:11][CH2:10][CH2:9][N:8]([C:12]([O:14][C:15]([CH3:18])([CH3:17])[CH3:16])=[O:13])[CH2:7]1)=[O:5])[CH3:2].[CH2:19]([O:23][C:24]1[CH:29]=[CH:28][C:27]([S:30](Cl)(=[O:32])=[O:31])=[CH:26][CH:25]=1)[C:20]#[C:21][CH3:22], predict the reaction product. The product is: [CH2:1]([O:3][C:4]([CH:6]1[N:11]([S:30]([C:27]2[CH:26]=[CH:25][C:24]([O:23][CH2:19][C:20]#[C:21][CH3:22])=[CH:29][CH:28]=2)(=[O:32])=[O:31])[CH2:10][CH2:9][N:8]([C:12]([O:14][C:15]([CH3:17])([CH3:16])[CH3:18])=[O:13])[CH2:7]1)=[O:5])[CH3:2]. (3) Given the reactants [CH3:1][C:2]1[C:14]2[C:13]3[C:8](=[CH:9][CH:10]=[CH:11][CH:12]=3)[NH:7][C:6]=2[CH:5]=[CH:4][C:3]=1[N+:15]([O-:17])=[O:16].C(=O)([O-])[O-].[Cs+].[Cs+].[CH3:24][O:25][CH2:26][CH:27](OS(C1C=CC(C)=CC=1)(=O)=O)[CH3:28].O, predict the reaction product. The product is: [N+:15]([C:3]1[CH:4]=[CH:5][C:6]2[N:7]([CH:27]([CH3:28])[CH2:26][O:25][CH3:24])[C:8]3[C:13]([C:14]=2[C:2]=1[CH3:1])=[CH:12][CH:11]=[CH:10][CH:9]=3)([O-:17])=[O:16]. (4) Given the reactants [CH2:1]([CH:3]1[O:5][CH2:4]1)Cl.[OH-].[K+].S([O-])([O-])(=O)=O.[Na+].[Na+].[CH2:15]([N:17]1[C:29]2[CH:28]=[CH:27][CH:26]=[CH:25][C:24]=2[C:23]2[C:18]1=[CH:19][CH:20]=[CH:21][CH:22]=2)[CH3:16].[C:30]1([NH:36][N:37]=[CH:38]C2C=CC3NC4C(C=3C=2)=CC=CC=4)[CH:35]=[CH:34][CH:33]=[CH:32][CH:31]=1, predict the reaction product. The product is: [O:5]1[CH2:4][CH:3]1[CH2:1][N:36]([C:30]1[CH:35]=[CH:34][CH:33]=[CH:32][CH:31]=1)[N:37]=[CH:38][C:21]1[CH:20]=[CH:19][C:18]2[N:17]([CH2:15][CH3:16])[C:29]3[C:24]([C:23]=2[CH:22]=1)=[CH:25][CH:26]=[CH:27][CH:28]=3. (5) Given the reactants [OH:1][C:2]1([C:6]2[S:7][C:8]([C:11]3[CH:12]=[C:13]([NH:20][C:21]4[N:26]=[C:25]([O:27][CH:28]5[CH2:33][CH2:32][N:31]([C:34]([O:36][C:37]([CH3:40])([CH3:39])[CH3:38])=[O:35])[CH2:30][CH2:29]5)[CH:24]=[CH:23][N:22]=4)[CH:14]=[C:15]([N+:17]([O-])=O)[CH:16]=3)=[CH:9][N:10]=2)[CH2:5][CH2:4][CH2:3]1, predict the reaction product. The product is: [NH2:17][C:15]1[CH:14]=[C:13]([NH:20][C:21]2[N:26]=[C:25]([O:27][CH:28]3[CH2:29][CH2:30][N:31]([C:34]([O:36][C:37]([CH3:40])([CH3:39])[CH3:38])=[O:35])[CH2:32][CH2:33]3)[CH:24]=[CH:23][N:22]=2)[CH:12]=[C:11]([C:8]2[S:7][C:6]([C:2]3([OH:1])[CH2:5][CH2:4][CH2:3]3)=[N:10][CH:9]=2)[CH:16]=1. (6) Given the reactants [O:1]=[C:2]([NH:6][C:7]1[CH:11]=[C:10]([C:12]2[CH:17]=[CH:16][C:15]([CH3:18])=[CH:14][CH:13]=2)[N:9]([CH:19]2[CH2:24][CH2:23][CH2:22][CH2:21][O:20]2)[N:8]=1)[C:3](O)=[O:4].[O:25]1[CH2:30][CH2:29][CH2:28][CH2:27][CH:26]1[N:31]1[C:35]([C:36]2[S:37][CH:38]=[CH:39][CH:40]=2)=[CH:34][C:33](N)=[N:32]1.C1(C)C=CC(C2N(C3CCCCO3)[N:51]=C(N)C=2)=CC=1.COCCN(S(F)(F)F)CCOC, predict the reaction product. The product is: [O:25]1[CH2:30][CH2:29][CH2:28][CH2:27][CH:26]1[N:31]1[C:35]([C:36]2[S:37][CH:38]=[CH:39][CH:40]=2)=[CH:34][C:33]([N:6]([C:7]2[CH:11]=[C:10]([C:12]3[CH:17]=[CH:16][C:15]([CH3:18])=[CH:14][CH:13]=3)[N:9]([CH:19]3[CH2:24][CH2:23][CH2:22][CH2:21][O:20]3)[N:8]=2)[C:2](=[O:1])[C:3]([NH2:51])=[O:4])=[N:32]1. (7) Given the reactants [C:1]([C:3]1[CH:8]=[CH:7][C:6]([NH:9][C:10](=[O:17])[CH2:11][CH2:12][CH2:13][C:14]([OH:16])=O)=[CH:5][CH:4]=1)#[N:2].[CH2:18]([N:20]1[C:32]2[CH:31]=[CH:30][C:29]([NH2:33])=[CH:28][C:27]=2[C:26]2[C:21]1=[CH:22][CH:23]=[CH:24][CH:25]=2)[CH3:19].CCN(C(C)C)C(C)C.CN(C(ON1N=NC2C=CC=NC1=2)=[N+](C)C)C.F[P-](F)(F)(F)(F)F, predict the reaction product. The product is: [C:1]([C:3]1[CH:4]=[CH:5][C:6]([NH:9][C:10](=[O:17])[CH2:11][CH2:12][CH2:13][C:14]([NH:33][C:29]2[CH:30]=[CH:31][C:32]3[N:20]([CH2:18][CH3:19])[C:21]4[C:26]([C:27]=3[CH:28]=2)=[CH:25][CH:24]=[CH:23][CH:22]=4)=[O:16])=[CH:7][CH:8]=1)#[N:2].